From a dataset of Full USPTO retrosynthesis dataset with 1.9M reactions from patents (1976-2016). Predict the reactants needed to synthesize the given product. (1) Given the product [CH3:3][NH:4][C:5]([N:7]1[C:15]2[C:10](=[CH:11][C:12]([O:16][C:17]3[CH:22]=[CH:21][N:20]=[C:19]([NH:23][C:33](=[O:35])[NH:7][CH2:8][CH2:9][C:10]([OH:42])=[O:1])[CH:18]=3)=[CH:13][CH:14]=2)[CH:9]=[CH:8]1)=[O:6], predict the reactants needed to synthesize it. The reactants are: [OH-:1].[Na+].[CH3:3][NH:4][C:5]([N:7]1[C:15]2[C:10](=[CH:11][C:12]([O:16][C:17]3[CH:22]=[CH:21][N:20]=[C:19]([N:23]([C:33]([O:35]C4C=CC=CC=4)=O)C(=O)OC4C=CC=CC=4)[CH:18]=3)=[CH:13][CH:14]=2)[CH:9]=[CH:8]1)=[O:6].[OH-:42].[Li+].Cl. (2) The reactants are: [CH:1]([C:3]1[CH:8]=[C:7]([O:9][CH3:10])[CH:6]=[CH:5][C:4]=1[NH:11][CH:12]=O)=O.[NH2:14][C@H:15]([C:21]([OH:23])=[O:22])[CH2:16][CH2:17][C:18](=[O:20])[NH2:19].[BH4-].[Na+]. Given the product [C:18]([CH2:17][CH2:16][CH:15]([N:14]1[CH2:1][C:3]2[C:4](=[CH:5][CH:6]=[C:7]([O:9][CH3:10])[CH:8]=2)[N:11]=[CH:12]1)[C:21]([OH:23])=[O:22])(=[O:20])[NH2:19], predict the reactants needed to synthesize it.